From a dataset of M1 muscarinic receptor agonist screen with 61,833 compounds. Binary Classification. Given a drug SMILES string, predict its activity (active/inactive) in a high-throughput screening assay against a specified biological target. The compound is Clc1c(C2SCC3N2Cc2c(N3)cccc2)cccc1. The result is 0 (inactive).